Dataset: Full USPTO retrosynthesis dataset with 1.9M reactions from patents (1976-2016). Task: Predict the reactants needed to synthesize the given product. (1) Given the product [Cl:7][C:8]1[CH:13]=[C:12]([CH2:14][OH:15])[CH:11]=[CH:10][N:9]=1, predict the reactants needed to synthesize it. The reactants are: B.C1COCC1.[Cl:7][C:8]1[CH:13]=[C:12]([C:14](O)=[O:15])[CH:11]=[CH:10][N:9]=1. (2) The reactants are: [Cl:1][C:2]1[CH:21]=[CH:20][C:5]([CH2:6][N:7]([C@H:14]([CH:16]2[CH2:19][CH2:18][CH2:17]2)[CH3:15])S(C(C)(C)C)=O)=[CH:4][CH:3]=1.Cl. Given the product [ClH:1].[Cl:1][C:2]1[CH:3]=[CH:4][C:5]([CH2:6][NH:7][C@H:14]([CH:16]2[CH2:17][CH2:18][CH2:19]2)[CH3:15])=[CH:20][CH:21]=1, predict the reactants needed to synthesize it. (3) Given the product [NH2:1][C:2]1[CH:3]=[CH:4][C:5]([C:8]([O:10][CH3:11])=[O:9])=[N:6][CH:7]=1, predict the reactants needed to synthesize it. The reactants are: [NH2:1][C:2]1[CH:3]=[CH:4][C:5]([C:8]([OH:10])=[O:9])=[N:6][CH:7]=1.[CH3:11][Si](C=[N+]=[N-])(C)C.CCOCC.